From a dataset of Catalyst prediction with 721,799 reactions and 888 catalyst types from USPTO. Predict which catalyst facilitates the given reaction. Reactant: [NH:1]([C:7]([O:9][C:10]([CH3:13])([CH3:12])[CH3:11])=[O:8])[C@@H:2]([C:4]([OH:6])=[O:5])[CH3:3].[C:14](=O)([O-])[O-].[K+].[K+].IC. Product: [CH3:14][O:5][C:4](=[O:6])[CH:2]([NH:1][C:7]([O:9][C:10]([CH3:12])([CH3:11])[CH3:13])=[O:8])[CH3:3]. The catalyst class is: 9.